This data is from Reaction yield outcomes from USPTO patents with 853,638 reactions. The task is: Predict the reaction yield, written as a fraction of the theoretical maximum amount of product (1.0 means a 100% yield; for example, 0.34 means a 34% yield). The reactants are [N:1]1([C:6]2[CH:15]=[C:14]3[C:9]([CH:10]=[CH:11][C:12]([C:16]([OH:18])=O)=[N:13]3)=[CH:8][CH:7]=2)[CH2:5][CH2:4][CH2:3][CH2:2]1.[NH2:19][C:20]1[CH:21]=[N:22][CH:23]=[CH:24][C:25]=1[N:26]1[CH2:31][C@H:30]([CH3:32])[C@@H:29]([O:33][Si](C(C)(C)C)(C)C)[C@H:28]([NH:41]C(=O)OC(C)(C)C)[CH2:27]1. No catalyst specified. The product is [NH2:41][C@H:28]1[C@H:29]([OH:33])[C@@H:30]([CH3:32])[CH2:31][N:26]([C:25]2[CH:24]=[CH:23][N:22]=[CH:21][C:20]=2[NH:19][C:16]([C:12]2[CH:11]=[CH:10][C:9]3[C:14](=[CH:15][C:6]([N:1]4[CH2:2][CH2:3][CH2:4][CH2:5]4)=[CH:7][CH:8]=3)[N:13]=2)=[O:18])[CH2:27]1. The yield is 0.210.